From a dataset of Catalyst prediction with 721,799 reactions and 888 catalyst types from USPTO. Predict which catalyst facilitates the given reaction. (1) Reactant: [CH2:1]([CH:3]1[C:16]2[C:11](=[CH:12][CH:13]=[CH:14][CH:15]=2)[C:10]2[CH:9]=[C:8]([C:17]3[CH:22]=[CH:21][CH:20]=[C:19]([O:23]C)[CH:18]=3)[CH:7]=[CH:6][C:5]=2[N:4]1[S:25]([C:28]1[CH:33]=[CH:32][C:31]([OH:34])=[CH:30][CH:29]=1)(=[O:27])=[O:26])[CH3:2].C1CCCCC=1.B(Br)(Br)Br. Product: [CH2:1]([CH:3]1[C:16]2[C:11](=[CH:12][CH:13]=[CH:14][CH:15]=2)[C:10]2[CH:9]=[C:8]([C:17]3[CH:18]=[C:19]([OH:23])[CH:20]=[CH:21][CH:22]=3)[CH:7]=[CH:6][C:5]=2[N:4]1[S:25]([C:28]1[CH:29]=[CH:30][C:31]([OH:34])=[CH:32][CH:33]=1)(=[O:27])=[O:26])[CH3:2]. The catalyst class is: 4. (2) Reactant: C[Si](C)(C)N[Si](C)(C)C.[Li].[CH3:11][N:12]([CH3:36])[CH:13]([CH2:34][CH3:35])[CH2:14][CH2:15][NH:16][C:17]1[CH:33]=[CH:32][C:20]2[N:21]=[CH:22][N:23](COCC[Si](C)(C)C)[C:19]=2[CH:18]=1.[CH:37]1[C:46]2[C:41](=[CH:42][CH:43]=[CH:44][CH:45]=2)[C:40]([C:47]2[CH:48]=[C:49]([CH:52]=[CH:53][C:54]=2[O:55][CH3:56])[CH:50]=[O:51])=[CH:39][N:38]=1. Product: [CH3:36][N:12]([CH3:11])[CH:13]1[CH2:14][CH2:15][N:16]([C:17]2[CH:33]=[CH:32][C:20]3[N:21]=[C:22]([C:50]([C:49]4[CH:52]=[CH:53][C:54]([O:55][CH3:56])=[C:47]([C:40]5[C:41]6[C:46](=[CH:45][CH:44]=[CH:43][CH:42]=6)[CH:37]=[N:38][CH:39]=5)[CH:48]=4)=[O:51])[NH:23][C:19]=3[CH:18]=2)[CH2:35][CH2:34]1. The catalyst class is: 1. (3) Reactant: [CH3:1][C:2]1([CH3:32])[O:6][N:5]=[C:4]([C:7]2[CH:8]=[CH:9][C:10]([CH3:30])=[C:11]([C:13]3[N:14]=[CH:15][C:16]([NH:19][C:20](=[O:29])[C:21]4[C:26]([F:27])=[CH:25][CH:24]=[CH:23][C:22]=4[F:28])=[N:17][CH:18]=3)[CH:12]=2)[C:3]1=[O:31].[BH4-].[Na+]. Product: [CH3:1][C:2]1([CH3:32])[O:6][N:5]=[C:4]([C:7]2[CH:8]=[CH:9][C:10]([CH3:30])=[C:11]([C:13]3[N:14]=[CH:15][C:16]([NH:19][C:20](=[O:29])[C:21]4[C:26]([F:27])=[CH:25][CH:24]=[CH:23][C:22]=4[F:28])=[N:17][CH:18]=3)[CH:12]=2)[CH:3]1[OH:31]. The catalyst class is: 5. (4) Reactant: C(OC[N:9]1[C:13]2[N:14]=[N:15][CH:16]=[C:17]([C:18]3[CH:19]=[N:20][N:21]([C:23]4([CH2:29][C:30]#[N:31])[CH2:28][CH2:27][CH2:26][CH2:25][CH2:24]4)[CH:22]=3)[C:12]=2[CH:11]=[CH:10]1)(=O)C(C)(C)C.[OH-].[Na+]. Product: [N:14]1[C:13]2[NH:9][CH:10]=[CH:11][C:12]=2[C:17]([C:18]2[CH:19]=[N:20][N:21]([C:23]3([CH2:29][C:30]#[N:31])[CH2:28][CH2:27][CH2:26][CH2:25][CH2:24]3)[CH:22]=2)=[CH:16][N:15]=1. The catalyst class is: 5. (5) Reactant: B(Br)(Br)Br.[Br:5][C:6]1[C:15]2[C:10](=[C:11]([O:16]C)[CH:12]=[CH:13][CH:14]=2)[N:9]=[C:8]([CH3:18])[CH:7]=1.C([SiH](C(C)C)C(C)C)(C)C. Product: [Br:5][C:6]1[C:15]2[C:10](=[C:11]([OH:16])[CH:12]=[CH:13][CH:14]=2)[N:9]=[C:8]([CH3:18])[CH:7]=1. The catalyst class is: 2. (6) Reactant: [C:9](O[C:9]([O:11][C:12]([CH3:15])([CH3:14])[CH3:13])=[O:10])([O:11][C:12]([CH3:15])([CH3:14])[CH3:13])=[O:10].N1C2C=CC=CC=2N=N1.CN(C1C=CC=CN=1)C.[OH-].[Na+].Cl.[NH2:37][C@H:38]([C:43]([OH:45])=[O:44])[CH2:39][CH2:40][CH2:41][NH2:42]. Product: [NH2:37][C@H:38]([C:43]([OH:45])=[O:44])[CH2:39][CH2:40][CH2:41][NH:42][C:9]([O:11][C:12]([CH3:13])([CH3:14])[CH3:15])=[O:10]. The catalyst class is: 20.